This data is from Reaction yield outcomes from USPTO patents with 853,638 reactions. The task is: Predict the reaction yield, written as a fraction of the theoretical maximum amount of product (1.0 means a 100% yield; for example, 0.34 means a 34% yield). (1) The reactants are [CH3:1][O:2][C:3]1[C:10]([O:11][CH3:12])=[C:9]([O:13][CH3:14])[CH:8]=[CH:7][C:4]=1C=O.ClC1C=CC=C(C(OO)=[O:23])C=1. The catalyst is C(Cl)Cl. The product is [CH3:1][O:2][C:3]1[C:10]([O:11][CH3:12])=[C:9]([O:13][CH3:14])[CH:8]=[CH:7][C:4]=1[OH:23]. The yield is 0.510. (2) The reactants are Cl.Cl.[NH:3]1[CH2:6][CH:5]([C:7]2[C:8]([O:28][CH3:29])=[C:9]([CH:15]([N:17]3[C:21]4=[N:22][CH:23]=[N:24][C:25]([NH2:26])=[C:20]4[C:19]([CH3:27])=[N:18]3)[CH3:16])[CH:10]=[C:11]([Cl:14])[C:12]=2[CH3:13])[CH2:4]1.FC(F)(F)S(O[CH2:36][C:37]([F:40])([F:39])[F:38])(=O)=O.C(N(CC)CC)C. The catalyst is C(Cl)Cl. The product is [Cl:14][C:11]1[C:12]([CH3:13])=[C:7]([CH:5]2[CH2:4][N:3]([CH2:36][C:37]([F:40])([F:39])[F:38])[CH2:6]2)[C:8]([O:28][CH3:29])=[C:9]([CH:15]([N:17]2[C:21]3=[N:22][CH:23]=[N:24][C:25]([NH2:26])=[C:20]3[C:19]([CH3:27])=[N:18]2)[CH3:16])[CH:10]=1. The yield is 0.390. (3) The reactants are [Br:1][C:2]1[CH:7]=[CH:6][C:5]([O:8][CH3:9])=[CH:4][C:3]=1[CH3:10].[Br:11]N1C(=O)CCC1=O. The catalyst is ClCCl.C(OOC(=O)C1C=CC=CC=1)(=O)C1C=CC=CC=1. The product is [Br:1][C:2]1[CH:7]=[CH:6][C:5]([O:8][CH3:9])=[CH:4][C:3]=1[CH2:10][Br:11]. The yield is 0.720. (4) The reactants are [CH3:1][C:2]1[CH:3]=[C:4]2[C:9](=[C:10]([NH2:12])[CH:11]=1)[N:8]=[CH:7][CH:6]=[CH:5]2.[C:13]1([S:19](Cl)(=[O:21])=[O:20])[CH:18]=[CH:17][CH:16]=[CH:15][CH:14]=1. No catalyst specified. The product is [CH3:1][C:2]1[CH:3]=[C:4]2[C:9](=[C:10]([NH:12][S:19]([C:13]3[CH:18]=[CH:17][CH:16]=[CH:15][CH:14]=3)(=[O:21])=[O:20])[CH:11]=1)[N:8]=[CH:7][CH:6]=[CH:5]2. The yield is 0.230. (5) The reactants are CN(C=O)C.II.[CH2:8]([O:15][C:16]([NH:18][C@@H:19]([CH2:30]I)[C:20]([O:22][CH2:23][C:24]1[CH:29]=[CH:28][CH:27]=[CH:26][CH:25]=1)=[O:21])=[O:17])[C:9]1[CH:14]=[CH:13][CH:12]=[CH:11][CH:10]=1.[CH2:32]([O:39][C:40]1[CH:45]=[C:44](I)[CH:43]=[CH:42][C:41]=1[OH:47])[C:33]1[CH:38]=[CH:37][CH:36]=[CH:35][CH:34]=1. The catalyst is [Zn].C1C=CC(/C=C/C(/C=C/C2C=CC=CC=2)=O)=CC=1.C1C=CC(/C=C/C(/C=C/C2C=CC=CC=2)=O)=CC=1.C1C=CC(/C=C/C(/C=C/C2C=CC=CC=2)=O)=CC=1.[Pd].[Pd].C1(P(C2CCCCC2)C2C=CC=CC=2C2C(OC)=CC=CC=2OC)CCCCC1.CC(OC)(C)C. The product is [CH2:32]([O:39][C:40]1[CH:45]=[C:44]([CH2:30][C@H:19]([NH:18][C:16]([O:15][CH2:8][C:9]2[CH:14]=[CH:13][CH:12]=[CH:11][CH:10]=2)=[O:17])[C:20]([O:22][CH2:23][C:24]2[CH:29]=[CH:28][CH:27]=[CH:26][CH:25]=2)=[O:21])[CH:43]=[CH:42][C:41]=1[OH:47])[C:33]1[CH:34]=[CH:35][CH:36]=[CH:37][CH:38]=1. The yield is 1.04. (6) The reactants are C([O:3][CH:4](OCC)[C:5]1[CH:6]=[C:7]([CH:11]2[C:16]3=[N:17][NH:18][C:19](=[O:24])[C:20]4[CH:21]=[CH:22][CH:23]=[C:14]([C:15]=43)[NH:13][CH:12]2[C:25]2[CH:30]=[CH:29][CH:28]=[CH:27][CH:26]=2)[CH:8]=[CH:9][CH:10]=1)C.C(=O)([O-])[O-].[K+].[K+]. The catalyst is Cl. The product is [O:24]=[C:19]1[C:20]2[CH:21]=[CH:22][CH:23]=[C:14]3[NH:13][CH:12]([C:25]4[CH:26]=[CH:27][CH:28]=[CH:29][CH:30]=4)[CH:11]([C:7]4[CH:6]=[C:5]([CH:10]=[CH:9][CH:8]=4)[CH:4]=[O:3])[C:16]([C:15]=23)=[N:17][NH:18]1. The yield is 0.880.